From a dataset of Forward reaction prediction with 1.9M reactions from USPTO patents (1976-2016). Predict the product of the given reaction. Given the reactants [Br:1][C:2]1[CH:3]=[C:4]2[C:8](=[CH:9][CH:10]=1)[NH:7][CH:6]=[C:5]2/[C:11](/[C:23]#[N:24])=[CH:12]/[C:13]1[CH:14]=[C:15]([CH:18]=[CH:19][C:20]=1[O:21][CH3:22])[C:16]#[N:17].[CH3:25][O:26][CH2:27][CH2:28][O:29][CH2:30][CH2:31][O:32][CH2:33][C:34](O)=[O:35].C1CN([P+](ON2N=NC3C=CC=CC2=3)(N2CCCC2)N2CCCC2)CC1.F[P-](F)(F)(F)(F)F.C(N(CC)CC)C, predict the reaction product. The product is: [Br:1][C:2]1[CH:3]=[C:4]2[C:8](=[CH:9][CH:10]=1)[N:7]([C:34](=[O:35])[CH2:33][O:32][CH2:31][CH2:30][O:29][CH2:28][CH2:27][O:26][CH3:25])[CH:6]=[C:5]2/[C:11](/[C:23]#[N:24])=[CH:12]/[C:13]1[CH:14]=[C:15]([CH:18]=[CH:19][C:20]=1[O:21][CH3:22])[C:16]#[N:17].